From a dataset of CYP1A2 inhibition data for predicting drug metabolism from PubChem BioAssay. Regression/Classification. Given a drug SMILES string, predict its absorption, distribution, metabolism, or excretion properties. Task type varies by dataset: regression for continuous measurements (e.g., permeability, clearance, half-life) or binary classification for categorical outcomes (e.g., BBB penetration, CYP inhibition). Dataset: cyp1a2_veith. The drug is COc1ccc(-c2cc(C(F)(F)F)nc(N3CCN(C)CC3)n2)cc1OC. The result is 1 (inhibitor).